From a dataset of Full USPTO retrosynthesis dataset with 1.9M reactions from patents (1976-2016). Predict the reactants needed to synthesize the given product. (1) The reactants are: ClCCN=C=O.Cl[CH2:8][CH2:9][CH2:10][N:11]=[C:12]=[O:13].[NH2:14][C:15]1[S:16][C:17]([C:21]([O:23][CH2:24][CH3:25])=[O:22])=[C:18]([CH3:20])[N:19]=1. Given the product [CH3:20][C:18]1[N:19]=[C:15]([N:14]2[CH2:8][CH2:9][CH2:10][NH:11][C:12]2=[O:13])[S:16][C:17]=1[C:21]([O:23][CH2:24][CH3:25])=[O:22], predict the reactants needed to synthesize it. (2) Given the product [F:50][CH:2]([F:1])[C:3]1[CH:29]=[CH:28][CH:27]=[C:26]([C:30]2[CH:35]=[CH:34][CH:33]=[C:32]([N:36]3[C:40]([C:41]([F:44])([F:43])[F:42])=[C:39]([C:45]([O:47][CH2:48][CH3:49])=[O:46])[CH:38]=[N:37]3)[N:31]=2)[C:4]=1[O:5][CH2:6][C:7]1[CH:12]=[CH:11][C:10]([CH:13]2[CH2:14][CH2:15][N:16]([C:19]([O:21][C:22]([CH3:23])([CH3:24])[CH3:25])=[O:20])[CH2:17][CH2:18]2)=[CH:9][CH:8]=1, predict the reactants needed to synthesize it. The reactants are: [F:1][CH:2]([F:50])[C:3]1[CH:29]=[CH:28][CH:27]=[C:26]([C:30]2[CH:35]=[CH:34][CH:33]=[C:32]([N:36]3[C:40]([C:41]([F:44])([F:43])[F:42])=[C:39]([C:45]([O:47][CH2:48][CH3:49])=[O:46])[CH:38]=[N:37]3)[N:31]=2)[C:4]=1[O:5][CH2:6][C:7]1[CH:12]=[CH:11][C:10]([C:13]2[CH2:14][CH2:15][N:16]([C:19]([O:21][C:22]([CH3:25])([CH3:24])[CH3:23])=[O:20])[CH2:17][CH:18]=2)=[CH:9][CH:8]=1.[H][H]. (3) Given the product [Br:28][CH2:1][C:2]1[CH:3]=[C:4]([S:9]([C:12]2[CH:13]=[C:14]([C:18]3[CH:23]=[CH:22][C:21]([C:24]([F:26])([F:27])[F:25])=[CH:20][CH:19]=3)[CH:15]=[CH:16][CH:17]=2)(=[O:11])=[O:10])[CH:5]=[C:6]([CH3:8])[CH:7]=1, predict the reactants needed to synthesize it. The reactants are: [CH3:1][C:2]1[CH:3]=[C:4]([S:9]([C:12]2[CH:13]=[C:14]([C:18]3[CH:23]=[CH:22][C:21]([C:24]([F:27])([F:26])[F:25])=[CH:20][CH:19]=3)[CH:15]=[CH:16][CH:17]=2)(=[O:11])=[O:10])[CH:5]=[C:6]([CH3:8])[CH:7]=1.[Br:28]N1C(=O)CCC1=O.C(OOC(=O)C1C=CC=CC=1)(=O)C1C=CC=CC=1.